This data is from Full USPTO retrosynthesis dataset with 1.9M reactions from patents (1976-2016). The task is: Predict the reactants needed to synthesize the given product. (1) The reactants are: [N+](C1C=CC(C([O:10][C@@H:11]2[CH2:28][N:14]3[C:15](=[O:27])[CH2:16][CH2:17][N:18]([C:20]([O:22][C:23]([CH3:26])([CH3:25])[CH3:24])=[O:21])[CH2:19][C@H:13]3[CH2:12]2)=O)=CC=1)([O-])=O.C(=O)([O-])[O-].[K+].[K+].ClCCl. Given the product [OH:10][C@@H:11]1[CH2:28][N:14]2[C:15](=[O:27])[CH2:16][CH2:17][N:18]([C:20]([O:22][C:23]([CH3:24])([CH3:25])[CH3:26])=[O:21])[CH2:19][C@H:13]2[CH2:12]1, predict the reactants needed to synthesize it. (2) Given the product [F:1][C:2]1[CH:3]=[C:4]([CH:36]=[CH:37][CH:38]=1)[CH2:5][N:6]1[C:14]2[C:9](=[CH:10][C:11]([NH:15][C:16]3[C:17]4[CH:25]=[C:24]([NH2:26])[N:23]=[CH:22][C:18]=4[N:19]=[CH:20][N:21]=3)=[CH:12][CH:13]=2)[CH:8]=[N:7]1, predict the reactants needed to synthesize it. The reactants are: [F:1][C:2]1[CH:3]=[C:4]([CH:36]=[CH:37][CH:38]=1)[CH2:5][N:6]1[C:14]2[C:9](=[CH:10][C:11]([NH:15][C:16]3[C:17]4[CH:25]=[C:24]([NH:26]CC5C=CC(OC)=CC=5)[N:23]=[CH:22][C:18]=4[N:19]=[CH:20][N:21]=3)=[CH:12][CH:13]=2)[CH:8]=[N:7]1.FC(F)(F)C(O)=O.C1(OC)C=CC=CC=1. (3) Given the product [CH3:21][N:10]([C:7]1[CH:8]=[CH:9][C:4]([CH3:3])=[C:5]([N+:18]([O-:20])=[O:19])[CH:6]=1)[C:11](=[O:17])[O:12][C:13]([CH3:16])([CH3:14])[CH3:15], predict the reactants needed to synthesize it. The reactants are: [H-].[Na+].[CH3:3][C:4]1[CH:9]=[CH:8][C:7]([NH:10][C:11](=[O:17])[O:12][C:13]([CH3:16])([CH3:15])[CH3:14])=[CH:6][C:5]=1[N+:18]([O-:20])=[O:19].[CH3:21]I. (4) The reactants are: [F:1][C:2]([F:24])([F:23])[O:3][C:4]1[CH:5]=[C:6]([C:10]2[CH:19]=[CH:18][C:17]3[C:12](=[C:13]([C:20](O)=[O:21])[CH:14]=[CH:15][CH:16]=3)[N:11]=2)[CH:7]=[CH:8][CH:9]=1.CN(C(ON1N=[N:40][C:35]2[CH:36]=[CH:37][CH:38]=[N:39][C:34]1=2)=[N+](C)C)C.F[P-](F)(F)(F)(F)F.NC1C=NC=CC=1.CCN(C(C)C)C(C)C. Given the product [N:39]1[CH:38]=[CH:37][CH:36]=[C:35]([NH:40][C:20]([C:13]2[CH:14]=[CH:15][CH:16]=[C:17]3[C:12]=2[N:11]=[C:10]([C:6]2[CH:7]=[CH:8][CH:9]=[C:4]([O:3][C:2]([F:24])([F:23])[F:1])[CH:5]=2)[CH:19]=[CH:18]3)=[O:21])[CH:34]=1, predict the reactants needed to synthesize it. (5) Given the product [NH:12]([C:19]1[C:24]([C:25]([NH2:27])=[O:26])=[CH:23][N:22]=[C:21]([NH:58][CH2:57][CH:54]2[CH2:53][CH2:52][N:51]([CH2:50][C:48]3[O:47][N:46]=[C:45]([C:39]4[CH:44]=[CH:43][CH:42]=[CH:41][CH:40]=4)[CH:49]=3)[CH2:56][CH2:55]2)[N:20]=1)[C:13]1[CH:18]=[CH:17][CH:16]=[CH:15][CH:14]=1, predict the reactants needed to synthesize it. The reactants are: ClC1C=C(C=CC=1)C(OO)=O.[NH:12]([C:19]1[C:24]([C:25]([NH2:27])=[O:26])=[CH:23][N:22]=[C:21](SC)[N:20]=1)[C:13]1[CH:18]=[CH:17][CH:16]=[CH:15][CH:14]=1.C(N(C(C)C)CC)(C)C.[C:39]1([C:45]2[CH:49]=[C:48]([CH2:50][N:51]3[CH2:56][CH2:55][CH:54]([CH2:57][NH2:58])[CH2:53][CH2:52]3)[O:47][N:46]=2)[CH:44]=[CH:43][CH:42]=[CH:41][CH:40]=1. (6) Given the product [CH3:1][O:2][C:3]1[CH:32]=[C:31]([O:33][CH3:34])[CH:30]=[CH:29][C:4]=1[CH2:5][N:6]1[C:11](=[O:12])[C:10]([C:13]([OH:15])=[O:14])=[CH:9][C:8]2[CH2:17][CH2:18][CH2:19][C:20]3[CH:25]=[C:24]([N:26]([CH3:28])[CH3:27])[CH:23]=[CH:22][C:21]=3[C:7]1=2, predict the reactants needed to synthesize it. The reactants are: [CH3:1][O:2][C:3]1[CH:32]=[C:31]([O:33][CH3:34])[CH:30]=[CH:29][C:4]=1[CH2:5][N:6]1[C:11](=[O:12])[C:10]([C:13]([O:15]C)=[O:14])=[CH:9][C:8]2[CH2:17][CH2:18][CH2:19][C:20]3[CH:25]=[C:24]([N:26]([CH3:28])[CH3:27])[CH:23]=[CH:22][C:21]=3[C:7]1=2.[Li+].[OH-].Cl.